Dataset: Forward reaction prediction with 1.9M reactions from USPTO patents (1976-2016). Task: Predict the product of the given reaction. (1) Given the reactants C(N(CC)[C:4]1[CH:26]=[CH:25][C:7]([C:8]([C:10]2[CH:24]=[CH:23][CH:22]=[CH:21][C:11]=2C(OCCCCCC)=O)=[O:9])=[C:6]([OH:27])[CH:5]=1)C.CCCCC(C[O:38][C:39](/[CH:41]=[CH:42]/[C:43]1C=[CH:45][C:46](OC)=[CH:47][CH:48]=1)=O)CC.N1(C(C2C=CC=CC=2C(=O)C2C=CC(N(CC)CC)=CC=2O)=O)CCN(C(C2C=CC=CC=2C(=O)C2C=CC(N(CC)CC)=CC=2O)=O)CC1, predict the reaction product. The product is: [CH3:45][CH2:46][CH2:47][CH2:48][CH2:43][CH2:42][CH2:41][CH2:39][O:38][C:4]1[CH:26]=[CH:25][C:7]([C:8]([C:10]2[CH:11]=[CH:21][CH:22]=[CH:23][CH:24]=2)=[O:9])=[C:6]([OH:27])[CH:5]=1. (2) Given the reactants [O:1]=[C:2]1[C:13]2[C:14]3[C:6](=[C:7]([C:44]4[CH:49]=[CH:48][CH:47]=[CH:46][CH:45]=4)[NH:8][C:9]=3[CH:10]=[C:11]([NH:15][C:16](=[O:43])[CH2:17][CH2:18][C:19]3[N:20]=[CH:21][N:22](C(C4C=CC=CC=4)(C4C=CC=CC=4)C4C=CC=CC=4)[CH:23]=3)[CH:12]=2)[CH:5]=[N:4][NH:3]1.[C:50]([OH:56])([C:52]([F:55])([F:54])[F:53])=[O:51], predict the reaction product. The product is: [F:53][C:52]([F:55])([F:54])[C:50]([OH:56])=[O:51].[NH:22]1[CH:23]=[C:19]([CH2:18][CH2:17][C:16]([NH:15][C:11]2[CH:12]=[C:13]3[C:2](=[O:1])[NH:3][N:4]=[CH:5][C:6]4=[C:7]([C:44]5[CH:49]=[CH:48][CH:47]=[CH:46][CH:45]=5)[NH:8][C:9]([CH:10]=2)=[C:14]34)=[O:43])[N:20]=[CH:21]1. (3) The product is: [CH3:29][S:30]([NH:33][C:26]([C:15]1[N:16]2[CH2:25][CH2:24][S:23][C:18]3[CH:19]=[CH:20][CH:21]=[C:22]([C:14]=1[CH2:13][CH2:12][O:11][C:1]1[C:10]4[C:5](=[CH:6][CH:7]=[CH:8][CH:9]=4)[CH:4]=[CH:3][CH:2]=1)[C:17]2=3)=[O:27])(=[O:32])=[O:31]. Given the reactants [C:1]1([O:11][CH2:12][CH2:13][C:14]2[C:22]3[C:17]4=[C:18]([S:23][CH2:24][CH2:25][N:16]4[C:15]=2[C:26](O)=[O:27])[CH:19]=[CH:20][CH:21]=3)[C:10]2[C:5](=[CH:6][CH:7]=[CH:8][CH:9]=2)[CH:4]=[CH:3][CH:2]=1.[CH3:29][S:30]([NH2:33])(=[O:32])=[O:31].C1CN([P+](ON2N=NC3C=CC=CC2=3)(N2CCCC2)N2CCCC2)CC1.F[P-](F)(F)(F)(F)F.CCN(C(C)C)C(C)C, predict the reaction product. (4) Given the reactants [C:1]([C:4]1[CH:5]=[C:6]2[C:10](=[CH:11][CH:12]=1)[NH:9][CH:8]=[CH:7]2)([OH:3])=[O:2].[C:13](=O)([O-])O.[Na+].CI.CN(C)C=O, predict the reaction product. The product is: [CH3:13][O:2][C:1]([C:4]1[CH:5]=[C:6]2[C:10](=[CH:11][CH:12]=1)[NH:9][CH:8]=[CH:7]2)=[O:3].